This data is from Reaction yield outcomes from USPTO patents with 853,638 reactions. The task is: Predict the reaction yield, written as a fraction of the theoretical maximum amount of product (1.0 means a 100% yield; for example, 0.34 means a 34% yield). (1) The reactants are [C:1]1([C:15]2[CH:20]=[CH:19][CH:18]=[CH:17][CH:16]=2)[CH:6]=[CH:5][C:4]([C:7]2[N:8]=[C:9]([CH2:12][NH:13][CH3:14])[NH:10][CH:11]=2)=[CH:3][CH:2]=1.C(=O)([O-])[O-].[K+].[K+].[CH2:27](Br)[C:28]1[CH:33]=[CH:32][CH:31]=[CH:30][CH:29]=1.O. The catalyst is CN(C)C=O. The product is [CH2:27]([N:13]([CH3:14])[CH2:12][C:9]1[NH:10][CH:11]=[C:7]([C:4]2[CH:5]=[CH:6][C:1]([C:15]3[CH:16]=[CH:17][CH:18]=[CH:19][CH:20]=3)=[CH:2][CH:3]=2)[N:8]=1)[C:28]1[CH:33]=[CH:32][CH:31]=[CH:30][CH:29]=1. The yield is 0.160. (2) The reactants are [CH3:1][O:2][C:3]1[CH:4]=[C:5]2[C:10](=[CH:11][CH:12]=1)[NH:9][C:8](=O)[C:7]([C:14]([F:17])([F:16])[F:15])=[CH:6]2.O=P(Cl)(Cl)[Cl:20]. No catalyst specified. The product is [Cl:20][C:8]1[C:7]([C:14]([F:17])([F:16])[F:15])=[CH:6][C:5]2[C:10](=[CH:11][CH:12]=[C:3]([O:2][CH3:1])[CH:4]=2)[N:9]=1. The yield is 0.940. (3) The reactants are [O:1]=[S:2]1(=[O:21])[CH2:7][CH2:6][CH2:5][CH2:4][N:3]1[C:8]1[C:16]2[N:15]=[CH:14][NH:13][C:12]=2[CH:11]=[C:10]([C:17]([O:19][CH3:20])=[O:18])[CH:9]=1.[H-].[Na+].[CH2:24](I)[CH3:25]. The product is [O:21]=[S:2]1(=[O:1])[CH2:7][CH2:6][CH2:5][CH2:4][N:3]1[C:8]1[C:16]2[N:15]=[CH:14][N:13]([CH2:24][CH3:25])[C:12]=2[CH:11]=[C:10]([C:17]([O:19][CH3:20])=[O:18])[CH:9]=1. The yield is 1.60. The catalyst is CN(C=O)C. (4) The reactants are [N+:1]([C:4]1[CH:16]=[C:7]2[CH2:8][N:9]([C:12](=[O:15])[CH2:13][CH3:14])[CH2:10][CH2:11][N:6]2[N:5]=1)([O-])=O. The catalyst is CO.[Pd]. The product is [NH2:1][C:4]1[CH:16]=[C:7]2[CH2:8][N:9]([C:12](=[O:15])[CH2:13][CH3:14])[CH2:10][CH2:11][N:6]2[N:5]=1. The yield is 0.990. (5) The reactants are I[C:2]1[CH:3]=[C:4]([CH:15]=[CH:16][CH:17]=1)/[CH:5]=[CH:6]/[C:7]1[C:12]([CH3:13])=[CH:11][CH:10]=[CH:9][C:8]=1[CH3:14].[CH3:18][CH2:19][N:20](CC)CC.C(OC)(=O)C[SH:27]. The catalyst is CN1C(=O)CCC1.O.C1C=CC(/C=C/C(/C=C/C2C=CC=CC=2)=O)=CC=1.C1C=CC(/C=C/C(/C=C/C2C=CC=CC=2)=O)=CC=1.C1C=CC(/C=C/C(/C=C/C2C=CC=CC=2)=O)=CC=1.[Pd].[Pd].C1(P(C2C=CC=CC=2)[C-]2C=CC=C2)C=CC=CC=1.[C-]1(P(C2C=CC=CC=2)C2C=CC=CC=2)C=CC=C1.[Fe+2]. The product is [CH3:14][C:8]1[CH:9]=[CH:10][CH:11]=[C:12]([CH3:13])[C:7]=1/[CH:6]=[CH:5]/[C:4]1[CH:3]=[C:2]([S:27][CH2:18][CH2:19][NH2:20])[CH:17]=[CH:16][CH:15]=1. The yield is 0.920. (6) The reactants are C(OC([N:8]1[C:12]([C:13]2[CH:18]=[CH:17][C:16]([NH:19][C:20](=[O:27])[CH2:21][CH2:22][CH2:23][CH2:24][CH2:25][CH3:26])=[CH:15][CH:14]=2)=[CH:11][N:10]=[C:9]1[NH2:28])=O)(C)(C)C.FC(F)(F)C(O)=O.C1(C)C=CC=CC=1.[Cl:43]CCl. No catalyst specified. The product is [ClH:43].[NH2:28][C:9]1[NH:8][C:12]([C:13]2[CH:14]=[CH:15][C:16]([NH:19][C:20](=[O:27])[CH2:21][CH2:22][CH2:23][CH2:24][CH2:25][CH3:26])=[CH:17][CH:18]=2)=[CH:11][N:10]=1. The yield is 0.970. (7) The reactants are Cl.[O:2]1[C:6]2[CH:7]=[CH:8][C:9]([C:11]3[N:12]=[C:13]([C:22]4[CH:30]=[CH:29][C:25]([C:26](Cl)=[O:27])=[CH:24][CH:23]=4)[NH:14][C:15]=3[C:16]3[CH:21]=[CH:20][CH:19]=[CH:18][N:17]=3)=[CH:10][C:5]=2[O:4][CH2:3]1.[CH3:31][NH2:32]. The catalyst is O1CCCC1.O. The product is [O:2]1[C:6]2[CH:7]=[CH:8][C:9]([C:11]3[N:12]=[C:13]([C:22]4[CH:30]=[CH:29][C:25]([C:26]([NH:32][CH3:31])=[O:27])=[CH:24][CH:23]=4)[NH:14][C:15]=3[C:16]3[CH:21]=[CH:20][CH:19]=[CH:18][N:17]=3)=[CH:10][C:5]=2[O:4][CH2:3]1. The yield is 0.600.